Dataset: Catalyst prediction with 721,799 reactions and 888 catalyst types from USPTO. Task: Predict which catalyst facilitates the given reaction. (1) Reactant: [CH3:1][C:2]1[CH:35]=[C:34]([O:36][CH2:37][CH2:38][CH2:39][C:40]([F:43])([F:42])[F:41])[CH:33]=[CH:32][C:3]=1[CH2:4][CH2:5][C:6]1[CH:11]=[CH:10][CH:9]=[CH:8][C:7]=1[C:12]1[N:17]=[C:16]([N:18]2[C:22]([C:23]([F:26])([F:25])[F:24])=[C:21]([C:27]([O:29]CC)=[O:28])[CH:20]=[N:19]2)[CH:15]=[CH:14][CH:13]=1.[OH-].[Na+].Cl. Product: [CH3:1][C:2]1[CH:35]=[C:34]([O:36][CH2:37][CH2:38][CH2:39][C:40]([F:43])([F:41])[F:42])[CH:33]=[CH:32][C:3]=1[CH2:4][CH2:5][C:6]1[CH:11]=[CH:10][CH:9]=[CH:8][C:7]=1[C:12]1[N:17]=[C:16]([N:18]2[C:22]([C:23]([F:26])([F:25])[F:24])=[C:21]([C:27]([OH:29])=[O:28])[CH:20]=[N:19]2)[CH:15]=[CH:14][CH:13]=1. The catalyst class is: 5. (2) Product: [CH3:29][O:28][C:25]1[CH:24]=[C:23]([O:30][CH3:31])[C:22]([O:21][CH3:20])=[CH:27][C:26]=1/[N:15]=[N:14]/[C:11]1[CH:12]=[CH:13][C:8]([S:7]([F:16])([F:17])([F:18])([F:19])[F:6])=[CH:9][CH:10]=1. Reactant: F[B-](F)(F)F.[F:6][S:7]([F:19])([F:18])([F:17])([F:16])[C:8]1[CH:13]=[CH:12][C:11]([N+:14]#[N:15])=[CH:10][CH:9]=1.[CH3:20][O:21][C:22]1[CH:27]=[CH:26][C:25]([O:28][CH3:29])=[CH:24][C:23]=1[O:30][CH3:31]. The catalyst class is: 8. (3) Reactant: [C:1]([O:5][C:6]([N:8]1[CH2:13][CH2:12][C:11]([CH2:20][CH2:21][C:22](OC)=[O:23])([CH2:14][CH2:15][C:16]([O:18][CH3:19])=[O:17])[CH2:10][CH2:9]1)=[O:7])([CH3:4])([CH3:3])[CH3:2].CC([O-])(C)C.[K+]. Product: [O:23]=[C:22]1[CH2:21][CH2:20][C:11]2([CH2:10][CH2:9][N:8]([C:6]([O:5][C:1]([CH3:4])([CH3:2])[CH3:3])=[O:7])[CH2:13][CH2:12]2)[CH2:14][CH:15]1[C:16]([O:18][CH3:19])=[O:17]. The catalyst class is: 1. (4) Reactant: [H-].[Na+].[Cl:3][C:4]1[CH:9]=[CH:8][N:7]=[C:6]2[NH:10][CH:11]=[C:12]([I:13])[C:5]=12.[C:14]1([CH3:24])[CH:19]=[CH:18][C:17]([S:20](Cl)(=[O:22])=[O:21])=[CH:16][CH:15]=1.C([O-])(O)=O.[Na+]. Product: [Cl:3][C:4]1[CH:9]=[CH:8][N:7]=[C:6]2[N:10]([S:20]([C:17]3[CH:18]=[CH:19][C:14]([CH3:24])=[CH:15][CH:16]=3)(=[O:22])=[O:21])[CH:11]=[C:12]([I:13])[C:5]=12. The catalyst class is: 476. (5) Reactant: [OH:1][CH2:2][CH2:3][N:4]([CH2:17][C:18]([F:21])([F:20])[F:19])[C:5]1[CH:12]=[CH:11][C:8]([C:9]#[N:10])=[C:7]([C:13]([F:16])([F:15])[F:14])[CH:6]=1.[F:22][C:23]([F:32])([F:31])[C:24]1[CH:25]=[CH:26][C:27](O)=[N:28][CH:29]=1. Product: [F:21][C:18]([F:19])([F:20])[CH2:17][N:4]([CH2:3][CH2:2][O:1][C:27]1[CH:26]=[CH:25][C:24]([C:23]([F:32])([F:31])[F:22])=[CH:29][N:28]=1)[C:5]1[CH:12]=[CH:11][C:8]([C:9]#[N:10])=[C:7]([C:13]([F:15])([F:16])[F:14])[CH:6]=1. The catalyst class is: 57. (6) Reactant: CO[C:3]([C:5]1[C:6](=[O:16])[O:7][C:8]2[C:13]([C:14]=1[OH:15])=[CH:12][CH:11]=[CH:10][CH:9]=2)=[O:4].[NH2:17][CH2:18][C:19]([OH:21])=[O:20].C[O-].[Na+]. Product: [OH:15][C:14]1[C:13]2[C:8](=[CH:9][CH:10]=[CH:11][CH:12]=2)[O:7][C:6](=[O:16])[C:5]=1[C:3]([NH:17][CH2:18][C:19]([OH:21])=[O:20])=[O:4]. The catalyst class is: 3. (7) Reactant: [NH2:1][C:2]1[CH:7]=[C:6]([CH3:8])[CH:5]=[C:4]([CH3:9])[C:3]=1[OH:10].[F:11][C:12]1[CH:17]=[C:16]([Br:18])[CH:15]=[CH:14][C:13]=1[N:19]=[C:20]=S.O[Li].O.OO. Product: [Br:18][C:16]1[CH:15]=[CH:14][C:13]([NH:19][C:20]2[O:10][C:3]3[C:4]([CH3:9])=[CH:5][C:6]([CH3:8])=[CH:7][C:2]=3[N:1]=2)=[C:12]([F:11])[CH:17]=1. The catalyst class is: 7. (8) Reactant: [CH3:1][C:2]1[N:7]=[C:6]([C:8]([OH:10])=O)[CH:5]=[CH:4][CH:3]=1.[N:11]1([C:17]([O:19][C:20]([CH3:23])([CH3:22])[CH3:21])=[O:18])[CH2:16][CH2:15][NH:14][CH2:13][CH2:12]1.C1C=CC2N(O)N=NC=2C=1.CCN=C=NCCCN(C)C. Product: [CH3:1][C:2]1[N:7]=[C:6]([C:8]([N:14]2[CH2:13][CH2:12][N:11]([C:17]([O:19][C:20]([CH3:23])([CH3:22])[CH3:21])=[O:18])[CH2:16][CH2:15]2)=[O:10])[CH:5]=[CH:4][CH:3]=1. The catalyst class is: 3. (9) Reactant: [CH2:1]([O:8][C:9]1[C:10](=[O:15])[NH:11][CH:12]=[CH:13][CH:14]=1)[C:2]1[CH:7]=[CH:6][CH:5]=[CH:4][CH:3]=1.C([O-])([O-])=O.[Cs+].[Cs+].Cl[CH2:23][S:24]([C:27]1[CH:32]=[CH:31][C:30]([CH3:33])=[CH:29][CH:28]=1)(=[O:26])=[O:25]. Product: [CH2:1]([O:8][C:9]1[C:10](=[O:15])[N:11]([CH2:23][S:24]([C:27]2[CH:32]=[CH:31][C:30]([CH3:33])=[CH:29][CH:28]=2)(=[O:25])=[O:26])[CH:12]=[CH:13][CH:14]=1)[C:2]1[CH:3]=[CH:4][CH:5]=[CH:6][CH:7]=1. The catalyst class is: 3. (10) Product: [C:1]1([CH:7]([N:14]2[CH2:17][CH:16]([CH2:18][O:19][S:28]([CH3:27])(=[O:30])=[O:29])[CH2:15]2)[C:8]2[CH:13]=[CH:12][CH:11]=[CH:10][CH:9]=2)[CH:6]=[CH:5][CH:4]=[CH:3][CH:2]=1. The catalyst class is: 2. Reactant: [C:1]1([CH:7]([N:14]2[CH2:17][CH:16]([CH2:18][OH:19])[CH2:15]2)[C:8]2[CH:13]=[CH:12][CH:11]=[CH:10][CH:9]=2)[CH:6]=[CH:5][CH:4]=[CH:3][CH:2]=1.C(N(CC)CC)C.[CH3:27][S:28](Cl)(=[O:30])=[O:29].